Dataset: Reaction yield outcomes from USPTO patents with 853,638 reactions. Task: Predict the reaction yield, written as a fraction of the theoretical maximum amount of product (1.0 means a 100% yield; for example, 0.34 means a 34% yield). (1) The reactants are Cl.[F:2][C:3]1[CH:8]=[CH:7][C:6]([NH:9][NH2:10])=[CH:5][CH:4]=1.O.[CH:12]([CH:14]=O)=[O:13]. The yield is 0.980. The product is [F:2][C:3]1[CH:8]=[CH:7][C:6]([NH:9]/[N:10]=[CH:14]/[CH:12]=[O:13])=[CH:5][CH:4]=1. The catalyst is C(O)(=O)C. (2) The product is [CH3:25][O:24][CH:23]([O:26][CH3:27])[C:22]1[CH:21]=[CH:20][N:19]=[CH:18][C:17]=1[N:9]1[CH2:8][CH2:7][C:6]2[C:11](=[CH:12][C:3]([C:2]([F:1])([F:14])[F:15])=[CH:4][CH:5]=2)[C:10]1=[O:13]. The yield is 0.988. The reactants are [F:1][C:2]([F:15])([F:14])[C:3]1[CH:12]=[C:11]2[C:6]([CH2:7][CH2:8][NH:9][C:10]2=[O:13])=[CH:5][CH:4]=1.Br[C:17]1[CH:18]=[N:19][CH:20]=[CH:21][C:22]=1[CH:23]([O:26][CH3:27])[O:24][CH3:25].P([O-])([O-])([O-])=O.[K+].[K+].[K+]. The catalyst is [Cu](I)I.O1CCOCC1. (3) The reactants are [CH3:1][O:2][CH2:3][C:4]1[CH:9]=[CH:8][C:7]([C:10]2[N:11]=[C:12](S(C)(=O)=O)[N:13]=[N:14][CH:15]=2)=[CH:6][CH:5]=1.[NH3:20]. The catalyst is C1COCC1. The product is [CH3:1][O:2][CH2:3][C:4]1[CH:9]=[CH:8][C:7]([C:10]2[N:11]=[C:12]([NH2:20])[N:13]=[N:14][CH:15]=2)=[CH:6][CH:5]=1. The yield is 0.850. (4) The reactants are [Cl-].O[NH3+:3].[C:4](=[O:7])([O-])[OH:5].[Na+].CS(C)=O.[CH2:13]([C:17]1[N:18]=[C:19]([CH3:47])[N:20]([CH2:39][C:40]2[CH:45]=[CH:44][CH:43]=[CH:42][C:41]=2[F:46])[C:21](=[O:38])[C:22]=1[CH2:23][C:24]1[CH:29]=[CH:28][C:27]([C:30]2[C:31]([C:36]#[N:37])=[CH:32][CH:33]=[CH:34][CH:35]=2)=[CH:26][CH:25]=1)[CH2:14][CH2:15][CH3:16]. The catalyst is C(OCC)(=O)C. The product is [CH2:13]([C:17]1[N:18]=[C:19]([CH3:47])[N:20]([CH2:39][C:40]2[CH:45]=[CH:44][CH:43]=[CH:42][C:41]=2[F:46])[C:21](=[O:38])[C:22]=1[CH2:23][C:24]1[CH:25]=[CH:26][C:27]([C:30]2[CH:35]=[CH:34][CH:33]=[CH:32][C:31]=2[C:36]2[NH:3][C:4](=[O:7])[O:5][N:37]=2)=[CH:28][CH:29]=1)[CH2:14][CH2:15][CH3:16]. The yield is 0.780.